From a dataset of Drug-target binding data from BindingDB using IC50 measurements. Regression. Given a target protein amino acid sequence and a drug SMILES string, predict the binding affinity score between them. We predict pIC50 (pIC50 = -log10(IC50 in M); higher means more potent). Dataset: bindingdb_ic50. The compound is O=C(N[C@@H](CCc1ccccc1)C(=O)N[C@@H](CCc1ccccc1)C(=O)CO)OCc1ccccc1. The target protein sequence is MDYNMDYAPHEVISHQGERFVDKYVDRKILKNKKSLLVIISLSVLSVVGFILFYFTPNFRKSDLFKNSSVENNNDDYIINSLLKSPNGKKFIVSKIDEALSFYDSKKNDINKYNEGNNNNNADFKGLSLFKENTPSNNFIHNKDYFINFFDNKFLMNNAEHINQFYMFIKTNNKQYNSPNEMKERFQVFLQNAHKVNMHNNNKNSLYKKELNRFADLTYHEFKNKYLSLRSSKPLKNSKYLLDQMNYEEVIKKYRGEENFDHAAYDWRLHSGVTPVKDQKNCGSCWAFSSIGSVESQYAIRKNKLITLSEQELVDCSFKNYGCNGGLINNAFEDMIELGGICPDGDYPYVSDAPNLCNIDRCTEKYGIKNYLSVPDNKLKEALRFLGPISISVAVSDDFAFYKEGIFDGECGDELNHAVMLVGFGMKEIVNPLTKKGEKHYYYIIKNSWGQQWGERGFINIETDESGLMRKCGLGTDAFIPLIE. The pIC50 is 4.5.